This data is from NCI-60 drug combinations with 297,098 pairs across 59 cell lines. The task is: Regression. Given two drug SMILES strings and cell line genomic features, predict the synergy score measuring deviation from expected non-interaction effect. (1) Drug 1: C1CN1P(=S)(N2CC2)N3CC3. Drug 2: CC1=C2C(C(=O)C3(C(CC4C(C3C(C(C2(C)C)(CC1OC(=O)C(C(C5=CC=CC=C5)NC(=O)C6=CC=CC=C6)O)O)OC(=O)C7=CC=CC=C7)(CO4)OC(=O)C)O)C)OC(=O)C. Cell line: NCI/ADR-RES. Synergy scores: CSS=17.2, Synergy_ZIP=-4.35, Synergy_Bliss=-1.01, Synergy_Loewe=-0.613, Synergy_HSA=-1.62. (2) Drug 1: CS(=O)(=O)CCNCC1=CC=C(O1)C2=CC3=C(C=C2)N=CN=C3NC4=CC(=C(C=C4)OCC5=CC(=CC=C5)F)Cl. Drug 2: CC(C)(C#N)C1=CC(=CC(=C1)CN2C=NC=N2)C(C)(C)C#N. Cell line: HS 578T. Synergy scores: CSS=2.40, Synergy_ZIP=-2.81, Synergy_Bliss=-4.55, Synergy_Loewe=-1.51, Synergy_HSA=-1.89. (3) Drug 1: CC1C(C(CC(O1)OC2CC(CC3=C2C(=C4C(=C3O)C(=O)C5=C(C4=O)C(=CC=C5)OC)O)(C(=O)C)O)N)O.Cl. Drug 2: CN1C2=C(C=C(C=C2)N(CCCl)CCCl)N=C1CCCC(=O)O.Cl. Cell line: DU-145. Synergy scores: CSS=18.0, Synergy_ZIP=4.89, Synergy_Bliss=6.82, Synergy_Loewe=-15.2, Synergy_HSA=3.93. (4) Drug 1: CC1=C2C(C(=O)C3(C(CC4C(C3C(C(C2(C)C)(CC1OC(=O)C(C(C5=CC=CC=C5)NC(=O)OC(C)(C)C)O)O)OC(=O)C6=CC=CC=C6)(CO4)OC(=O)C)O)C)O. Drug 2: C1CN(P(=O)(OC1)NCCCl)CCCl. Cell line: UACC-257. Synergy scores: CSS=3.74, Synergy_ZIP=-2.20, Synergy_Bliss=-2.55, Synergy_Loewe=-6.99, Synergy_HSA=-2.31. (5) Drug 1: CC1=C2C(C(=O)C3(C(CC4C(C3C(C(C2(C)C)(CC1OC(=O)C(C(C5=CC=CC=C5)NC(=O)OC(C)(C)C)O)O)OC(=O)C6=CC=CC=C6)(CO4)OC(=O)C)OC)C)OC. Drug 2: CC1=C2C(C(=O)C3(C(CC4C(C3C(C(C2(C)C)(CC1OC(=O)C(C(C5=CC=CC=C5)NC(=O)OC(C)(C)C)O)O)OC(=O)C6=CC=CC=C6)(CO4)OC(=O)C)O)C)O. Cell line: RXF 393. Synergy scores: CSS=65.7, Synergy_ZIP=15.8, Synergy_Bliss=15.4, Synergy_Loewe=21.1, Synergy_HSA=22.6. (6) Drug 1: C1CN(CCN1C(=O)CCBr)C(=O)CCBr. Drug 2: C1CCC(C(C1)N)N.C(=O)(C(=O)[O-])[O-].[Pt+4]. Cell line: MCF7. Synergy scores: CSS=39.4, Synergy_ZIP=-10.3, Synergy_Bliss=-2.90, Synergy_Loewe=-1.15, Synergy_HSA=2.19. (7) Drug 1: CC1=C(C=C(C=C1)NC(=O)C2=CC=C(C=C2)CN3CCN(CC3)C)NC4=NC=CC(=N4)C5=CN=CC=C5. Drug 2: CS(=O)(=O)OCCCCOS(=O)(=O)C. Cell line: A549. Synergy scores: CSS=7.02, Synergy_ZIP=-3.77, Synergy_Bliss=0.389, Synergy_Loewe=-4.10, Synergy_HSA=-2.14. (8) Cell line: NCIH23. Synergy scores: CSS=33.5, Synergy_ZIP=-1.24, Synergy_Bliss=-1.08, Synergy_Loewe=-14.5, Synergy_HSA=-0.563. Drug 1: CC1=C(N=C(N=C1N)C(CC(=O)N)NCC(C(=O)N)N)C(=O)NC(C(C2=CN=CN2)OC3C(C(C(C(O3)CO)O)O)OC4C(C(C(C(O4)CO)O)OC(=O)N)O)C(=O)NC(C)C(C(C)C(=O)NC(C(C)O)C(=O)NCCC5=NC(=CS5)C6=NC(=CS6)C(=O)NCCC[S+](C)C)O. Drug 2: C1CCC(C(C1)N)N.C(=O)(C(=O)[O-])[O-].[Pt+4]. (9) Drug 1: C1CC(C1)(C(=O)O)C(=O)O.[NH2-].[NH2-].[Pt+2]. Drug 2: C(CCl)NC(=O)N(CCCl)N=O. Cell line: CCRF-CEM. Synergy scores: CSS=13.9, Synergy_ZIP=8.77, Synergy_Bliss=9.09, Synergy_Loewe=-1.36, Synergy_HSA=-0.857. (10) Drug 1: CC1=C(C(CCC1)(C)C)C=CC(=CC=CC(=CC(=O)O)C)C. Drug 2: C1C(C(OC1N2C=NC(=NC2=O)N)CO)O. Cell line: M14. Synergy scores: CSS=3.78, Synergy_ZIP=-1.57, Synergy_Bliss=0.695, Synergy_Loewe=3.15, Synergy_HSA=1.90.